This data is from Tyrosyl-DNA phosphodiesterase HTS with 341,365 compounds. The task is: Binary Classification. Given a drug SMILES string, predict its activity (active/inactive) in a high-throughput screening assay against a specified biological target. (1) The drug is s1c(CCNC(=O)C2CCN(CC2)c2nnc(c3c2nn(c3C)c2ccc(cc2)C)C)ccc1. The result is 0 (inactive). (2) The result is 0 (inactive). The molecule is o1c2c(c(c1)C(=O)c1occc1)cc(O)c1c2cccc1. (3) The molecule is O1C(CCC1)C(=O)N(Cc1cc2c([nH]c1=O)ccc(OC)c2)c1cc(c(cc1)C)C. The result is 0 (inactive). (4) The molecule is S(c1n(c(nn1)CC(=O)Nc1c(cccc1)C)C)CC(=O)Nc1c(OC)cccc1. The result is 0 (inactive).